This data is from Reaction yield outcomes from USPTO patents with 853,638 reactions. The task is: Predict the reaction yield, written as a fraction of the theoretical maximum amount of product (1.0 means a 100% yield; for example, 0.34 means a 34% yield). (1) The reactants are C(OC([N:11]1[CH2:15][CH2:14][CH:13]([CH:16]([NH:20][C:21]([O:23][C:24]([CH3:27])([CH3:26])[CH3:25])=[O:22])[CH2:17][C:18]#[N:19])[CH2:12]1)=O)C1C=CC=CC=1.[CH2:28]1COCC1. The catalyst is [Pd]. The product is [C:24]([O:23][C:21](=[O:22])[N:20]([CH:16]([CH:13]1[CH2:14][CH2:15][NH:11][CH2:12]1)[CH2:17][C:18]#[N:19])[CH3:28])([CH3:25])([CH3:26])[CH3:27]. The yield is 0.970. (2) The reactants are [NH:1]1[CH:6]=[CH:5][CH2:4][CH2:3][CH2:2]1.[PH:7](=[O:14])([O:11][CH2:12][CH3:13])[O:8][CH2:9][CH3:10].C(=O)([O-])N.[O-]S(C(F)(F)F)(=O)=O. No catalyst specified. The product is [NH:1]1[CH:2]=[CH:3][CH2:4][CH2:5][CH2:6]1.[PH:7](=[O:14])([O:11][CH2:12][C:13]1[CH:6]=[CH:5][CH:4]=[CH:3][CH:2]=1)[O:8][CH2:9][C:10]1[CH:6]=[CH:5][CH:4]=[CH:3][CH:2]=1. The yield is 0.590. (3) The reactants are Br[C:2]1[CH:8]=[C:7]([N+:9]([O-:11])=[O:10])[CH:6]=[CH:5][C:3]=1[NH2:4].[C:12]([C:14]1[CH:19]=[CH:18][CH:17]=[CH:16][CH:15]=1)#[CH:13]. The catalyst is C(N(CC)CC)C.[Cu]I.Cl[Pd](Cl)([P](C1C=CC=CC=1)(C1C=CC=CC=1)C1C=CC=CC=1)[P](C1C=CC=CC=1)(C1C=CC=CC=1)C1C=CC=CC=1. The product is [N+:9]([C:7]1[CH:6]=[CH:5][C:3]([NH2:4])=[C:2]([C:13]#[C:12][C:14]2[CH:19]=[CH:18][CH:17]=[CH:16][CH:15]=2)[CH:8]=1)([O-:11])=[O:10]. The yield is 0.140. (4) The reactants are Br[C:2]1[CH:7]=[CH:6][C:5]([C:8](=[C:16]2[CH2:21][C:20]([CH3:23])([CH3:22])[CH2:19][C:18]([CH3:25])([CH3:24])[CH2:17]2)[C:9]2[CH:14]=[CH:13][C:12]([OH:15])=[CH:11][CH:10]=2)=[CH:4][CH:3]=1.[CH3:26][O:27][C:28]([C:30]1[CH:35]=[CH:34][CH:33]=[CH:32][C:31]=1B(O)O)=[O:29].C([O-])([O-])=O.[Na+].[Na+]. The catalyst is C1C=CC([P]([Pd]([P](C2C=CC=CC=2)(C2C=CC=CC=2)C2C=CC=CC=2)([P](C2C=CC=CC=2)(C2C=CC=CC=2)C2C=CC=CC=2)[P](C2C=CC=CC=2)(C2C=CC=CC=2)C2C=CC=CC=2)(C2C=CC=CC=2)C2C=CC=CC=2)=CC=1.COCCOC. The product is [OH:15][C:12]1[CH:11]=[CH:10][C:9]([C:8](=[C:16]2[CH2:21][C:20]([CH3:22])([CH3:23])[CH2:19][C:18]([CH3:24])([CH3:25])[CH2:17]2)[C:5]2[CH:6]=[CH:7][C:2]([C:31]3[C:30]([C:28]([O:27][CH3:26])=[O:29])=[CH:35][CH:34]=[CH:33][CH:32]=3)=[CH:3][CH:4]=2)=[CH:14][CH:13]=1. The yield is 0.680. (5) The reactants are [C:1]([O:5][C:6]([NH:8][C@H:9]([C:17]([O:19][C:20]([CH3:23])([CH3:22])[CH3:21])=[O:18])[CH2:10][CH2:11][S:12][CH2:13][CH2:14][CH2:15][OH:16])=[O:7])([CH3:4])([CH3:3])[CH3:2].CN(C)CCCCCCN(C)C.[C:36]1([CH3:46])[CH:41]=[CH:40][C:39]([S:42](Cl)(=[O:44])=[O:43])=[CH:38][CH:37]=1. The catalyst is C(#N)C.O. The product is [C:1]([O:5][C:6]([NH:8][C@H:9]([C:17]([O:19][C:20]([CH3:23])([CH3:22])[CH3:21])=[O:18])[CH2:10][CH2:11][S:12][CH2:13][CH2:14][CH2:15][O:16][S:42]([C:39]1[CH:40]=[CH:41][C:36]([CH3:46])=[CH:37][CH:38]=1)(=[O:44])=[O:43])=[O:7])([CH3:3])([CH3:4])[CH3:2]. The yield is 0.770. (6) The reactants are [O:1]1[C:5]2[CH:6]=[CH:7][C:8]([C:10]3[S:11][CH:12]=[C:13]([C:15]([OH:17])=O)[N:14]=3)=[CH:9][C:4]=2[CH2:3][CH2:2]1.[N:18]1([C:24]2[S:28][C:27]([NH2:29])=[N:26][N:25]=2)[CH2:23][CH2:22][CH2:21][CH2:20][CH2:19]1.CN(C(ON1N=NC2C=CC=CC1=2)=[N+](C)C)C.F[P-](F)(F)(F)(F)F.O1CCOCC1.CCN(C(C)C)C(C)C. No catalyst specified. The product is [O:1]1[C:5]2[CH:6]=[CH:7][C:8]([C:10]3[S:11][CH:12]=[C:13]([C:15]([NH:29][C:27]4[S:28][C:24]([N:18]5[CH2:23][CH2:22][CH2:21][CH2:20][CH2:19]5)=[N:25][N:26]=4)=[O:17])[N:14]=3)=[CH:9][C:4]=2[CH2:3][CH2:2]1. The yield is 0.180.